Dataset: Full USPTO retrosynthesis dataset with 1.9M reactions from patents (1976-2016). Task: Predict the reactants needed to synthesize the given product. (1) Given the product [N:12]([CH2:8][C:9]([NH:35][CH2:36][CH2:37][O:38][CH2:39][CH2:40][O:41][CH2:42][CH2:43][O:44][CH2:45][CH2:46][NH:47][S:48]([C:51]1[CH:56]=[CH:55][CH:54]=[C:53]([CH:57]2[C:66]3[C:61](=[C:62]([Cl:68])[CH:63]=[C:64]([Cl:67])[CH:65]=3)[CH2:60][N:59]([CH3:69])[CH2:58]2)[CH:52]=1)(=[O:50])=[O:49])=[O:11])([CH2:13][C:14]([NH:35][CH2:36][CH2:37][O:38][CH2:39][CH2:40][O:41][CH2:42][CH2:43][O:44][CH2:45][CH2:46][NH:47][S:48]([C:51]1[CH:56]=[CH:55][CH:54]=[C:53]([CH:57]2[C:66]3[C:61](=[C:62]([Cl:68])[CH:63]=[C:64]([Cl:67])[CH:65]=3)[CH2:60][N:59]([CH3:69])[CH2:58]2)[CH:52]=1)(=[O:50])=[O:49])=[O:16])[CH2:24][C:25]([NH:35][CH2:36][CH2:37][O:38][CH2:39][CH2:40][O:41][CH2:42][CH2:43][O:44][CH2:45][CH2:46][NH:47][S:48]([C:51]1[CH:56]=[CH:55][CH:54]=[C:53]([CH:57]2[C:66]3[C:61](=[C:62]([Cl:68])[CH:63]=[C:64]([Cl:67])[CH:65]=3)[CH2:60][N:59]([CH3:69])[CH2:58]2)[CH:52]=1)(=[O:50])=[O:49])=[O:27], predict the reactants needed to synthesize it. The reactants are: O=C1CCC(=O)N1[CH:8]([N:12]([CH:24](N1C(=O)CCC1=O)[C:25]([O-:27])=O)[CH:13](N1C(=O)CCC1=O)[C:14]([O-:16])=O)[C:9]([O-:11])=O.[NH2:35][CH2:36][CH2:37][O:38][CH2:39][CH2:40][O:41][CH2:42][CH2:43][O:44][CH2:45][CH2:46][NH:47][S:48]([C:51]1[CH:56]=[CH:55][CH:54]=[C:53]([CH:57]2[C:66]3[C:61](=[C:62]([Cl:68])[CH:63]=[C:64]([Cl:67])[CH:65]=3)[CH2:60][N:59]([CH3:69])[CH2:58]2)[CH:52]=1)(=[O:50])=[O:49]. (2) Given the product [Cl:1][C:2]1[CH:25]=[C:24]([C:26]2[CH:27]=[N:28][N:29]([CH3:31])[CH:30]=2)[CH:23]=[CH:22][C:3]=1[CH2:4][CH:5]1[CH2:9][CH2:8][N:7]([CH:10]2[CH2:15][CH2:14][C:13]3[C:12](=[CH:17][NH:18][N:33]=3)[CH2:11]2)[C:6]1=[O:21], predict the reactants needed to synthesize it. The reactants are: [Cl:1][C:2]1[CH:25]=[C:24]([C:26]2[CH:27]=[N:28][N:29]([CH3:31])[CH:30]=2)[CH:23]=[CH:22][C:3]=1[CH2:4][CH:5]1[CH2:9][CH2:8][N:7]([CH:10]2[CH2:15][CH2:14][C:13](=O)[C:12](=[CH:17][N:18](C)C)[CH2:11]2)[C:6]1=[O:21].O.[NH2:33]N. (3) Given the product [CH3:19][N:14]1[CH:13]([CH2:12][C:11]2[CH:20]=[CH:21][C:8]([O:7][C:23]3[CH:30]=[CH:29][C:26]([CH:27]=[O:28])=[CH:25][CH:24]=3)=[CH:9][CH:10]=2)[CH2:17][O:16][C:15]1=[O:18], predict the reactants needed to synthesize it. The reactants are: C(=O)([O-])[O-].[K+].[K+].[OH:7][C:8]1[CH:21]=[CH:20][C:11]([CH2:12][CH:13]2[CH2:17][O:16][C:15](=[O:18])[N:14]2[CH3:19])=[CH:10][CH:9]=1.F[C:23]1[CH:30]=[CH:29][C:26]([CH:27]=[O:28])=[CH:25][CH:24]=1. (4) Given the product [ClH:27].[CH:1]1([C:4]2[N:9]=[N:8][C:7]([C:10]3[CH:19]=[CH:18][C:17]4[C:12](=[CH:13][CH:14]=[CH:15][CH:16]=4)[CH:11]=3)=[C:6]([C:20]3[CH:25]=[CH:24][N:23]=[CH:22][C:21]=3[F:26])[CH:5]=2)[CH2:3][CH2:2]1, predict the reactants needed to synthesize it. The reactants are: [CH:1]1([C:4]2[N:9]=[N:8][C:7]([C:10]3[CH:19]=[CH:18][C:17]4[C:12](=[CH:13][CH:14]=[CH:15][CH:16]=4)[CH:11]=3)=[C:6]([C:20]3[CH:25]=[CH:24][N:23]=[CH:22][C:21]=3[F:26])[CH:5]=2)[CH2:3][CH2:2]1.[ClH:27]. (5) Given the product [OH:1][C@H:2]1[CH2:3][CH2:4][C@H:5]([O:8][C:9]2[C:14]([NH:15][C:16]3[C:17]4[C:24]([CH3:25])=[C:23]([C:26]([NH2:29])=[O:27])[S:22][C:18]=4[N:19]=[CH:20][N:21]=3)=[CH:13][CH:12]=[CH:11][N:10]=2)[CH2:6][CH2:7]1, predict the reactants needed to synthesize it. The reactants are: [OH:1][C@H:2]1[CH2:7][CH2:6][C@H:5]([O:8][C:9]2[C:14]([NH:15][C:16]3[C:17]4[C:24]([CH3:25])=[C:23]([C:26](O)=[O:27])[S:22][C:18]=4[N:19]=[CH:20][N:21]=3)=[CH:13][CH:12]=[CH:11][N:10]=2)[CH2:4][CH2:3]1.[NH3:29]. (6) Given the product [CH3:27][CH:26]([CH3:28])[CH2:25][N:24]1[C:14]2[C:13]3[CH:12]=[C:11]([N:10]4[CH:3]=[CH:7][CH:6]=[CH:5]4)[CH:20]=[CH:19][C:18]=3[N:17]=[C:16]([NH2:21])[C:15]=2[N:22]=[CH:23]1, predict the reactants needed to synthesize it. The reactants are: CO[CH:3]1[CH2:7][CH2:6][CH:5](OC)O1.[NH2:10][C:11]1[CH:20]=[CH:19][C:18]2[N:17]=[C:16]([NH2:21])[C:15]3[N:22]=[CH:23][N:24]([CH2:25][CH:26]([CH3:28])[CH3:27])[C:14]=3[C:13]=2[CH:12]=1. (7) Given the product [CH2:23]([NH:26][C:27]1[N:32]=[C:31]([C:33]2[O:1][N:2]=[C:3]([C:5]3[CH:13]=[CH:12][C:11]4[NH:10][C:9]5[CH:14]([CH2:17][C:18]([O:20][CH2:21][CH3:22])=[O:19])[CH2:15][CH2:16][C:8]=5[C:7]=4[CH:6]=3)[N:4]=2)[CH:30]=[C:29]([C:36]([F:39])([F:37])[F:38])[CH:28]=1)[CH2:24][CH3:25], predict the reactants needed to synthesize it. The reactants are: [OH:1][NH:2][C:3]([C:5]1[CH:13]=[CH:12][C:11]2[NH:10][C:9]3[CH:14]([CH2:17][C:18]([O:20][CH2:21][CH3:22])=[O:19])[CH2:15][CH2:16][C:8]=3[C:7]=2[CH:6]=1)=[NH:4].[CH2:23]([NH:26][C:27]1[N:32]=[C:31]([C:33](O)=O)[CH:30]=[C:29]([C:36]([F:39])([F:38])[F:37])[CH:28]=1)[CH2:24][CH3:25].C(N(CC)CC)C.CN(C(ON1N=NC2C=CC=NC1=2)=[N+](C)C)C.F[P-](F)(F)(F)(F)F. (8) Given the product [Cl:1][C:2]1[C:3]([CH3:12])=[C:4]([S:8]([NH:19][C:20]2[CH:38]=[C:37]([Cl:39])[C:23]([CH2:24][CH:25]3[CH2:29][CH2:28][N:27]([CH:30]4[CH2:35][CH2:34][CH2:33][CH2:32][CH2:31]4)[C:26]3=[O:36])=[C:22]([Cl:40])[CH:21]=2)(=[O:10])=[O:9])[CH:5]=[CH:6][CH:7]=1, predict the reactants needed to synthesize it. The reactants are: [Cl:1][C:2]1[C:3]([CH3:12])=[C:4]([S:8](Cl)(=[O:10])=[O:9])[CH:5]=[CH:6][CH:7]=1.N1C=CC=CC=1.[NH2:19][C:20]1[CH:38]=[C:37]([Cl:39])[C:23]([CH2:24][CH:25]2[CH2:29][CH2:28][N:27]([CH:30]3[CH2:35][CH2:34][CH2:33][CH2:32][CH2:31]3)[C:26]2=[O:36])=[C:22]([Cl:40])[CH:21]=1. (9) Given the product [Br:1][C:2]1[CH:7]=[CH:6][C:5]2[C:8]3[C:13]([C:14]4([CH2:15][CH2:16][N:17]([S:22]([CH3:21])(=[O:24])=[O:23])[CH2:18][CH2:19]4)[C:4]=2[CH:3]=1)=[CH:12][C:11]([Br:20])=[CH:10][CH:9]=3, predict the reactants needed to synthesize it. The reactants are: [Br:1][C:2]1[CH:7]=[CH:6][C:5]2[C:8]3[C:13]([C:14]4([CH2:19][CH2:18][NH:17][CH2:16][CH2:15]4)[C:4]=2[CH:3]=1)=[CH:12][C:11]([Br:20])=[CH:10][CH:9]=3.[CH3:21][S:22](Cl)(=[O:24])=[O:23].CCN(CC)CC. (10) Given the product [F:23][C:24]1[CH:29]=[C:28]([F:30])[CH:27]=[CH:26][C:25]=1[S:31]([N:8]1[CH2:9][CH2:10][NH:11][CH2:12][CH2:13]1)(=[O:33])=[O:32], predict the reactants needed to synthesize it. The reactants are: C(OC([N:8]1[CH2:13][CH2:12][NH:11][CH2:10][CH2:9]1)=O)(C)(C)C.C(N(CC)C(C)C)(C)C.[F:23][C:24]1[CH:29]=[C:28]([F:30])[CH:27]=[CH:26][C:25]=1[S:31](Cl)(=[O:33])=[O:32].O.